From a dataset of Forward reaction prediction with 1.9M reactions from USPTO patents (1976-2016). Predict the product of the given reaction. (1) The product is: [Br:21][CH:8]([C:4]1[CH:5]=[CH:6][CH:7]=[C:2]([F:1])[CH:3]=1)[C:9]([O:11][CH2:12][CH3:13])=[O:10]. Given the reactants [F:1][C:2]1[CH:3]=[C:4]([CH2:8][C:9]([O:11][CH2:12][CH3:13])=[O:10])[CH:5]=[CH:6][CH:7]=1.C1C(=O)N([Br:21])C(=O)C1, predict the reaction product. (2) Given the reactants [CH2:1]([C:3]1[N:4]=[C:5]([C:8]2[CH:13]=[CH:12][C:11]([F:14])=[CH:10][CH:9]=2)[NH:6][CH:7]=1)[CH3:2].[Br:15]Br.C(=O)([O-])O.[Na+], predict the reaction product. The product is: [Br:15][C:7]1[NH:6][C:5]([C:8]2[CH:13]=[CH:12][C:11]([F:14])=[CH:10][CH:9]=2)=[N:4][C:3]=1[CH2:1][CH3:2]. (3) Given the reactants [F:1][C:2]1[CH:3]=[CH:4][C:5]([C@H:8]([NH:10][C:11](=[O:13])C)[CH3:9])=[N:6][CH:7]=1.C(OC([O:16][C:17]([CH3:20])([CH3:19])[CH3:18])=O)([O:16][C:17]([CH3:20])([CH3:19])[CH3:18])=O.O.[OH-].[Li+].C(OCC)C, predict the reaction product. The product is: [F:1][C:2]1[CH:3]=[CH:4][C:5]([C@H:8]([NH:10][C:11](=[O:13])[O:16][C:17]([CH3:20])([CH3:19])[CH3:18])[CH3:9])=[N:6][CH:7]=1. (4) The product is: [C:23]([O:22][C:19](=[O:21])[CH2:20][C:11]([C:10]1[CH:16]=[CH:17][CH:18]=[C:8]([N:4]2[CH:5]=[CH:6][N:7]=[C:3]2[S:2][CH3:1])[CH:9]=1)=[O:13])([CH3:26])([CH3:25])[CH3:24]. Given the reactants [CH3:1][S:2][C:3]1[N:4]([C:8]2[CH:9]=[C:10]([CH:16]=[CH:17][CH:18]=2)[C:11]([O:13]CC)=O)[CH:5]=[CH:6][N:7]=1.[C:19]([O:22][C:23]([CH3:26])([CH3:25])[CH3:24])(=[O:21])[CH3:20].[Li], predict the reaction product. (5) Given the reactants [CH3:1][C:2]([C:4]1[CH:9]=[CH:8][CH:7]=[C:6]([Br:10])[CH:5]=1)=O.C(O)=O.C([NH2:16])=O.Cl, predict the reaction product. The product is: [Br:10][C:6]1[CH:5]=[C:4]([CH:2]([NH2:16])[CH3:1])[CH:9]=[CH:8][CH:7]=1. (6) Given the reactants C(=O)([O-])[O-].[K+].[K+].[N+:7]([C:10]1[CH:11]=[C:12]([OH:18])[C:13]([O:16][CH3:17])=[CH:14][CH:15]=1)([O-:9])=[O:8].Cl.ClC[CH2:22][N:23]1[CH2:27][CH2:26][CH2:25][CH2:24]1.[C:28](OCC)(=O)C, predict the reaction product. The product is: [CH3:28][O:18][C:12]1[CH:11]=[C:10]([N+:7]([O-:9])=[O:8])[CH:15]=[CH:14][C:13]=1[O:16][CH2:17][CH2:22][N:23]1[CH2:27][CH2:26][CH2:25][CH2:24]1. (7) Given the reactants [C:1]([O:5][C:6](=[O:16])[CH2:7][C:8]1[CH:13]=[C:12]([CH3:14])[C:11](=[O:15])[NH:10][N:9]=1)([CH3:4])([CH3:3])[CH3:2].CC(C)([O-])C.[K+].[F:23][C:24]1[C:40](F)=[CH:39][CH:38]=[C:37]([N+:42]([O-:44])=[O:43])[C:25]=1[O:26][C:27]1[CH:28]=[C:29]([C:35]#[N:36])[CH:30]=[C:31]([CH:34]=1)[C:32]#[N:33].O, predict the reaction product. The product is: [C:1]([O:5][C:6](=[O:16])[CH:7]([C:40]1[CH:39]=[CH:38][C:37]([N+:42]([O-:44])=[O:43])=[C:25]([O:26][C:27]2[CH:28]=[C:29]([C:35]#[N:36])[CH:30]=[C:31]([C:32]#[N:33])[CH:34]=2)[C:24]=1[F:23])[C:8]1[CH:13]=[C:12]([CH3:14])[C:11](=[O:15])[NH:10][N:9]=1)([CH3:4])([CH3:2])[CH3:3].